This data is from Catalyst prediction with 721,799 reactions and 888 catalyst types from USPTO. The task is: Predict which catalyst facilitates the given reaction. (1) Reactant: C([O:3][C:4]([C:6]1[N:7]([C:27]2[CH:32]=[CH:31][C:30]([O:33][CH:34]([CH3:36])[CH3:35])=[CH:29][CH:28]=2)[C:8]2[C:13]([C:14]=1[Cl:15])=[CH:12][C:11]([CH:16]1[CH2:21][CH:20]([C:22]([CH3:25])([CH3:24])[CH3:23])[CH2:19][CH2:18][C:17]1=[O:26])=[CH:10][CH:9]=2)=[O:5])C.[OH-].[Na+].O. Product: [C:22]([CH:20]1[CH2:21][CH:16]([C:11]2[CH:12]=[C:13]3[C:8](=[CH:9][CH:10]=2)[N:7]([C:27]2[CH:28]=[CH:29][C:30]([O:33][CH:34]([CH3:36])[CH3:35])=[CH:31][CH:32]=2)[C:6]([C:4]([OH:5])=[O:3])=[C:14]3[Cl:15])[C:17](=[O:26])[CH2:18][CH2:19]1)([CH3:24])([CH3:25])[CH3:23]. The catalyst class is: 14. (2) Reactant: [CH2:1]([S:8][C:9]1[CH:10]=[C:11]2[C:15](=[CH:16][C:17]=1[F:18])[NH:14][N:13]=[CH:12]2)[C:2]1[CH:7]=[CH:6][CH:5]=[CH:4][CH:3]=1.O[CH2:20][C:21]1[CH:22]=[CH:23][CH:24]=[C:25]2[C:30]=1[CH2:29][N:28]([C:31]([O:33][C:34]([CH3:37])([CH3:36])[CH3:35])=[O:32])[CH2:27][CH2:26]2.C1(P(C2C=CC=CC=2)C2C=CC=CC=2)C=CC=CC=1. Product: [CH2:1]([S:8][C:9]1[CH:10]=[C:11]2[C:15](=[CH:16][C:17]=1[F:18])[N:14]([CH2:20][C:21]1[CH:22]=[CH:23][CH:24]=[C:25]3[C:30]=1[CH2:29][N:28]([C:31]([O:33][C:34]([CH3:37])([CH3:36])[CH3:35])=[O:32])[CH2:27][CH2:26]3)[N:13]=[CH:12]2)[C:2]1[CH:3]=[CH:4][CH:5]=[CH:6][CH:7]=1. The catalyst class is: 1. (3) Reactant: [C:1]([C:3]1[CH:4]=[CH:5][C:6]([C:9]([O:11]C)=[O:10])=[N:7][CH:8]=1)#[N:2].[OH-].[Na+].Cl. Product: [C:1]([C:3]1[CH:4]=[CH:5][C:6]([C:9]([OH:11])=[O:10])=[N:7][CH:8]=1)#[N:2]. The catalyst class is: 8. (4) Reactant: Cl[C:2]1[CH:7]=[C:6]([C:8]2[N:9]=[C:10]([NH:18][CH2:19][C:20]([CH3:23])([NH2:22])[CH3:21])[C:11]3[C:16]([CH:17]=2)=[CH:15][N:14]=[CH:13][CH:12]=3)[CH:5]=[CH:4][N:3]=1.[CH:24]([NH2:27])([CH3:26])[CH3:25].C1C=CC(P(C2C(C3C(P(C4C=CC=CC=4)C4C=CC=CC=4)=CC=C4C=3C=CC=C4)=C3C(C=CC=C3)=CC=2)C2C=CC=CC=2)=CC=1.CC([O-])(C)C.[Na+]. Product: [CH:24]([NH:27][C:2]1[CH:7]=[C:6]([C:8]2[N:9]=[C:10]([NH:18][CH2:19][C:20]([CH3:23])([NH2:22])[CH3:21])[C:11]3[C:16]([CH:17]=2)=[CH:15][N:14]=[CH:13][CH:12]=3)[CH:5]=[CH:4][N:3]=1)([CH3:26])[CH3:25]. The catalyst class is: 101. (5) Reactant: [CH:1]1([C@H:7]([OH:43])[C@H:8]([NH:19][C:20]([N:22]2[CH2:27][CH2:26][CH2:25][C@@H:24]([C@H:28]([C:37]3[CH:42]=[CH:41][CH:40]=[CH:39][CH:38]=3)[O:29][CH2:30][CH2:31][NH:32][C:33](=[O:36])[O:34][CH3:35])[CH2:23]2)=[O:21])[CH2:9][N:10](C)[C:11](OC(C)(C)C)=O)[CH2:6][CH2:5][CH2:4][CH2:3][CH2:2]1. Product: [CH:1]1([C@H:7]([OH:43])[C@H:8]([NH:19][C:20]([N:22]2[CH2:27][CH2:26][CH2:25][C@@H:24]([C@H:28]([C:37]3[CH:42]=[CH:41][CH:40]=[CH:39][CH:38]=3)[O:29][CH2:30][CH2:31][NH:32][C:33](=[O:36])[O:34][CH3:35])[CH2:23]2)=[O:21])[CH2:9][NH:10][CH3:11])[CH2:6][CH2:5][CH2:4][CH2:3][CH2:2]1. The catalyst class is: 2. (6) Reactant: C[O:2][C:3]([C@@H:5]1[CH2:9][C@H:8]([NH:10][C:11](=[O:27])[CH:12]([C:17](=[O:26])[NH:18][O:19]C(=O)C(C)(C)C)[CH2:13][CH:14]([CH3:16])[CH3:15])[CH2:7][N:6]1[C:28](=[O:53])[N:29]([CH2:48][CH2:49][CH2:50][CH2:51][CH3:52])[CH2:30][C:31]1[CH:36]=[CH:35][C:34]([C:37]2[CH:42]=[CH:41][CH:40]=[CH:39][C:38]=2[C:43]2[NH:47][N:46]=[N:45][N:44]=2)=[CH:33][CH:32]=1)=[O:4].[OH-].[Na+].Cl. Product: [OH:19][NH:18][C:17]([CH:12]([CH2:13][CH:14]([CH3:15])[CH3:16])[C:11]([NH:10][C@@H:8]1[CH2:7][N:6]([C:28](=[O:53])[N:29]([CH2:48][CH2:49][CH2:50][CH2:51][CH3:52])[CH2:30][C:31]2[CH:32]=[CH:33][C:34]([C:37]3[CH:42]=[CH:41][CH:40]=[CH:39][C:38]=3[C:43]3[NH:47][N:46]=[N:45][N:44]=3)=[CH:35][CH:36]=2)[C@H:5]([C:3]([OH:4])=[O:2])[CH2:9]1)=[O:27])=[O:26]. The catalyst class is: 5. (7) Reactant: [Br:1][C:2]1[CH:3]=[C:4]([CH:8]=[N:9][S:10]([C:12]([CH3:15])([CH3:14])[CH3:13])=[O:11])[CH:5]=[N:6][CH:7]=1.[CH2:16]([Mg]Cl)[CH2:17][CH3:18]. Product: [Br:1][C:2]1[CH:3]=[C:4]([CH:8]([NH:9][S:10]([C:12]([CH3:15])([CH3:14])[CH3:13])=[O:11])[CH2:16][CH2:17][CH3:18])[CH:5]=[N:6][CH:7]=1. The catalyst class is: 1. (8) Reactant: [Cl:1][C:2]1[CH:41]=[CH:40][CH:39]=[C:38]([Cl:42])[C:3]=1[CH2:4][C:5]1[CH:6]=[C:7]([NH:16][C:17]2[CH:22]=[CH:21][C:20]([N:23]3[CH2:28][CH2:27][N:26](C(OC(C)(C)C)=O)[CH2:25][CH2:24]3)=[CH:19][C:18]=2[O:36][CH3:37])[C:8]2[C:13](=[O:14])[NH:12][CH:11]=[N:10][C:9]=2[N:15]=1.Cl. Product: [Cl:42][C:38]1[CH:39]=[CH:40][CH:41]=[C:2]([Cl:1])[C:3]=1[CH2:4][C:5]1[CH:6]=[C:7]([NH:16][C:17]2[CH:22]=[CH:21][C:20]([N:23]3[CH2:28][CH2:27][NH:26][CH2:25][CH2:24]3)=[CH:19][C:18]=2[O:36][CH3:37])[C:8]2[C:13](=[O:14])[NH:12][CH:11]=[N:10][C:9]=2[N:15]=1. The catalyst class is: 71.